From a dataset of Reaction yield outcomes from USPTO patents with 853,638 reactions. Predict the reaction yield, written as a fraction of the theoretical maximum amount of product (1.0 means a 100% yield; for example, 0.34 means a 34% yield). (1) The reactants are Cl[C:2]1[C:7]2[C:8]3[CH2:14][CH2:13][CH2:12][CH2:11][C:9]=3[Se:10][C:6]=2[N:5]=[CH:4][N:3]=1.[NH2:15][C:16]1[CH:17]=[N:18][CH:19]=[C:20]([Br:22])[CH:21]=1.[OH-].[Na+].O. The catalyst is CN(C=O)C. The product is [Br:22][C:20]1[CH:21]=[C:16]([NH:15][C:2]2[C:7]3[C:8]4[CH2:14][CH2:13][CH2:12][CH2:11][C:9]=4[Se:10][C:6]=3[N:5]=[CH:4][N:3]=2)[CH:17]=[N:18][CH:19]=1. The yield is 0.670. (2) The reactants are [CH:1]1([N:5]2[CH:9]=[C:8]([N+:10]([O-])=O)[N:7]=[CH:6]2)[CH2:4][CH2:3][CH2:2]1.C(N(C(C)C)CC)(C)C.[C:22]1([O:28][C:29](Cl)=[O:30])[CH:27]=[CH:26][CH:25]=[CH:24][CH:23]=1.C(O)(=O)C. The catalyst is C(OCC)(=O)C.[Pd].CO. The product is [C:22]1([O:28][C:29](=[O:30])[NH:10][C:8]2[N:7]=[CH:6][N:5]([CH:1]3[CH2:4][CH2:3][CH2:2]3)[CH:9]=2)[CH:27]=[CH:26][CH:25]=[CH:24][CH:23]=1. The yield is 0.650.